Dataset: Forward reaction prediction with 1.9M reactions from USPTO patents (1976-2016). Task: Predict the product of the given reaction. (1) Given the reactants C([O:8][C:9]1[CH:10]=[C:11]2[C:15](=[CH:16][CH:17]=1)[N:14]([CH2:18][C:19]1[CH:24]=[CH:23][C:22]([O:25][CH2:26][CH2:27][N:28]3[CH2:34][CH2:33][CH2:32][CH2:31][CH2:30][CH2:29]3)=[CH:21][CH:20]=1)[C:13]([C:35]1[CH:40]=[CH:39][C:38]([O:41]CC3C=CC=CC=3)=[CH:37][CH:36]=1)=[C:12]2[CH3:49])C1C=CC=CC=1, predict the reaction product. The product is: [N:28]1([CH2:27][CH2:26][O:25][C:22]2[CH:21]=[CH:20][C:19]([CH2:18][N:14]3[C:15]4[C:11](=[CH:10][C:9]([OH:8])=[CH:17][CH:16]=4)[C:12]([CH3:49])=[C:13]3[C:35]3[CH:36]=[CH:37][C:38]([OH:41])=[CH:39][CH:40]=3)=[CH:24][CH:23]=2)[CH2:34][CH2:33][CH2:32][CH2:31][CH2:30][CH2:29]1. (2) Given the reactants [CH3:1][N:2]([CH3:14])[C:3]1[CH:12]=[C:11]2[C:6]([CH:7]=[CH:8][C:9]([CH3:13])=[N:10]2)=[CH:5][CH:4]=1.[Se](=O)=[O:16], predict the reaction product. The product is: [CH3:1][N:2]([CH3:14])[C:3]1[CH:12]=[C:11]2[C:6]([CH:7]=[CH:8][C:9]([CH:13]=[O:16])=[N:10]2)=[CH:5][CH:4]=1. (3) Given the reactants [NH2:1][C:2]1[C:3]([C:22]#[N:23])=[N:4][C:5]([C:14]2[CH:15]=[N:16][C:17]([O:20]C)=[CH:18][CH:19]=2)=[C:6]([C:8]2[CH:13]=[CH:12][CH:11]=[CH:10][CH:9]=2)[N:7]=1.Cl.[OH2:25].[OH-].[Na+], predict the reaction product. The product is: [NH2:1][C:2]1[C:3]([C:22]([NH2:23])=[O:25])=[N:4][C:5]([C:14]2[CH:19]=[CH:18][C:17](=[O:20])[NH:16][CH:15]=2)=[C:6]([C:8]2[CH:13]=[CH:12][CH:11]=[CH:10][CH:9]=2)[N:7]=1.